Dataset: Forward reaction prediction with 1.9M reactions from USPTO patents (1976-2016). Task: Predict the product of the given reaction. Given the reactants [Br:1][C:2]1[CH:10]=[C:9]2[C:5]([C:6]([CH2:25]OS(C)(=O)=O)([CH2:19]OS(C)(=O)=O)[C:7](=[O:18])[N:8]2C(OC(C)(C)C)=O)=[CH:4][CH:3]=1.O.O.O.O.O.O.O.O.O.[S-2:40].[Na+].[Na+].[Cl-].[NH4+], predict the reaction product. The product is: [Br:1][C:2]1[CH:10]=[C:9]2[NH:8][C:7](=[O:18])[C:6]3([CH2:19][S:40][CH2:25]3)[C:5]2=[CH:4][CH:3]=1.